From a dataset of Forward reaction prediction with 1.9M reactions from USPTO patents (1976-2016). Predict the product of the given reaction. (1) Given the reactants [CH3:1][C:2]1[CH:6]=[C:5]([CH2:7][C:8]#[N:9])[O:4][N:3]=1.[CH3:10][N:11]([CH:13](OC)OC)[CH3:12], predict the reaction product. The product is: [CH3:12][N:11]([CH3:10])[CH:13]=[C:7]([C:5]1[O:4][N:3]=[C:2]([CH3:1])[CH:6]=1)[C:8]#[N:9]. (2) Given the reactants [Br:1][C:2]1[C:3]([C:13]2[S:14][CH:15]=[CH:16][N:17]=2)=[N:4][N:5]([CH3:12])[C:6]=1[CH:7](OC)[O:8]C.Cl.[OH-].[Na+], predict the reaction product. The product is: [Br:1][C:2]1[C:3]([C:13]2[S:14][CH:15]=[CH:16][N:17]=2)=[N:4][N:5]([CH3:12])[C:6]=1[CH:7]=[O:8]. (3) Given the reactants Cl[C:2]1[N:3]=[CH:4][CH:5]=[C:6]2[C:11]=1[N:10]=[CH:9][CH:8]=[CH:7]2.[NH2:12][C:13]1[S:14][CH:15]=[C:16]([CH3:18])[N:17]=1, predict the reaction product. The product is: [CH3:18][C:16]1[N:17]=[C:13]([NH:12][C:2]2[N:3]=[CH:4][CH:5]=[C:6]3[C:11]=2[N:10]=[CH:9][CH:8]=[CH:7]3)[S:14][CH:15]=1. (4) Given the reactants C(C1[CH:26]=[CH:25][C:7]2[NH:8][C:9](C3C4C5C(=CC=CC=5)C(=O)C=4C=CC=3)=[N:10][C:6]=2[CH:5]=1)(O)=O.[O:27]1C[CH2:30][CH2:29][CH2:28]1.[CH3:32][N:33](C)[CH:34]=O.[Cl:37]CCl, predict the reaction product. The product is: [CH3:7][N:8]([CH3:9])[CH2:30][CH2:29][CH2:28][OH:27].[ClH:37].[CH3:32][N:33]([CH3:34])[CH2:26][CH2:25][CH2:7][N:8]=[C:9]=[N:10][CH2:6][CH3:5]. (5) Given the reactants [OH:1][CH2:2][CH2:3][CH:4]1[CH2:9][CH2:8][N:7]([C:10]([O:12][C:13]([CH3:16])([CH3:15])[CH3:14])=[O:11])[CH2:6][CH2:5]1.C(N(CC)CC)C.[S:24](Cl)([CH3:27])(=[O:26])=[O:25], predict the reaction product. The product is: [CH3:27][S:24]([O:1][CH2:2][CH2:3][CH:4]1[CH2:5][CH2:6][N:7]([C:10]([O:12][C:13]([CH3:16])([CH3:15])[CH3:14])=[O:11])[CH2:8][CH2:9]1)(=[O:26])=[O:25]. (6) Given the reactants [Br:1][C:2]1[C:3]([F:10])=[C:4]([NH2:9])[C:5]([NH2:8])=[CH:6][CH:7]=1.[C:11](OC(=O)C)(=O)[CH3:12].Cl[C:19]([O:21][CH2:22][CH:23]([CH3:25])[CH3:24])=[O:20], predict the reaction product. The product is: [Br:1][C:2]1[CH:7]=[CH:6][C:5]2[N:8]([C:19]([O:21][CH2:22][CH:23]([CH3:25])[CH3:24])=[O:20])[C:11]([CH3:12])=[N:9][C:4]=2[C:3]=1[F:10]. (7) Given the reactants [CH3:1][C:2]1[N:7]=[C:6]([CH2:8][CH2:9][CH3:10])[NH:5][C:4](=[O:11])[C:3]=1[CH2:12][C:13]1[CH:18]=[CH:17][CH:16]=[CH:15][N:14]=1.Br[CH2:20][C:21]1[CH:26]=[CH:25][C:24]([C:27]2[CH:32]=[CH:31][CH:30]=[CH:29][C:28]=2[C:33]2[N:37]=[C:36](C(Cl)(Cl)Cl)[O:35][N:34]=2)=[CH:23][CH:22]=1.C(=O)([O-])[O-:43].[K+].[K+], predict the reaction product. The product is: [CH3:1][C:2]1[N:7]=[C:6]([CH2:8][CH2:9][CH3:10])[N:5]([CH2:20][C:21]2[CH:26]=[CH:25][C:24]([C:27]3[CH:32]=[CH:31][CH:30]=[CH:29][C:28]=3[C:33]3[NH:37][C:36](=[O:43])[O:35][N:34]=3)=[CH:23][CH:22]=2)[C:4](=[O:11])[C:3]=1[CH2:12][C:13]1[CH:18]=[CH:17][CH:16]=[CH:15][N:14]=1. (8) Given the reactants C([Li])CCC.C(NC(C)C)(C)C.[Cl:13][C:14]1[C:19]([Cl:20])=[CH:18][C:17]([C:21]2[O:22][C:23]([CH2:26][CH3:27])=[CH:24][N:25]=2)=[CH:16][N:15]=1.[CH3:28][S:29](=O)(SC)=O, predict the reaction product. The product is: [Cl:13][C:14]1[C:19]([Cl:20])=[C:18]([S:29][CH3:28])[C:17]([C:21]2[O:22][C:23]([CH2:26][CH3:27])=[CH:24][N:25]=2)=[CH:16][N:15]=1. (9) Given the reactants Br[C:2]([C:16]1[CH:21]=[CH:20][CH:19]=[CH:18][CH:17]=1)=[C:3]([C:10]1[CH:15]=[CH:14][CH:13]=[CH:12][CH:11]=1)[C:4]1[CH:9]=[CH:8][CH:7]=[CH:6][CH:5]=1.[Mg].II.BrC1C=CC=CC=1.Cl[P:33]([CH:40]1[CH2:45][CH2:44][CH2:43][CH2:42][CH2:41]1)[CH:34]1[CH2:39][CH2:38][CH2:37][CH2:36][CH2:35]1, predict the reaction product. The product is: [C:16]1([C:2]([P:33]([CH:40]2[CH2:41][CH2:42][CH2:43][CH2:44][CH2:45]2)[CH:34]2[CH2:39][CH2:38][CH2:37][CH2:36][CH2:35]2)=[C:3]([C:10]2[CH:15]=[CH:14][CH:13]=[CH:12][CH:11]=2)[C:4]2[CH:9]=[CH:8][CH:7]=[CH:6][CH:5]=2)[CH:21]=[CH:20][CH:19]=[CH:18][CH:17]=1.